From a dataset of NCI-60 drug combinations with 297,098 pairs across 59 cell lines. Regression. Given two drug SMILES strings and cell line genomic features, predict the synergy score measuring deviation from expected non-interaction effect. (1) Drug 1: C1=NC2=C(N1)C(=S)N=C(N2)N. Drug 2: CCC1(CC2CC(C3=C(CCN(C2)C1)C4=CC=CC=C4N3)(C5=C(C=C6C(=C5)C78CCN9C7C(C=CC9)(C(C(C8N6C)(C(=O)OC)O)OC(=O)C)CC)OC)C(=O)OC)O.OS(=O)(=O)O. Cell line: MDA-MB-435. Synergy scores: CSS=43.0, Synergy_ZIP=-7.08, Synergy_Bliss=-6.90, Synergy_Loewe=-20.7, Synergy_HSA=-4.19. (2) Drug 1: CS(=O)(=O)C1=CC(=C(C=C1)C(=O)NC2=CC(=C(C=C2)Cl)C3=CC=CC=N3)Cl. Synergy scores: CSS=14.3, Synergy_ZIP=-3.03, Synergy_Bliss=4.22, Synergy_Loewe=4.23, Synergy_HSA=4.78. Drug 2: C1CC(C1)(C(=O)O)C(=O)O.[NH2-].[NH2-].[Pt+2]. Cell line: OVCAR-5. (3) Drug 1: CCCS(=O)(=O)NC1=C(C(=C(C=C1)F)C(=O)C2=CNC3=C2C=C(C=N3)C4=CC=C(C=C4)Cl)F. Drug 2: C(CC(=O)O)C(=O)CN.Cl. Cell line: SF-539. Synergy scores: CSS=6.45, Synergy_ZIP=-3.61, Synergy_Bliss=-0.560, Synergy_Loewe=-0.275, Synergy_HSA=-0.0735. (4) Drug 2: N.N.Cl[Pt+2]Cl. Synergy scores: CSS=27.9, Synergy_ZIP=-7.75, Synergy_Bliss=-1.90, Synergy_Loewe=3.44, Synergy_HSA=2.65. Cell line: COLO 205. Drug 1: CC1=C(C(CCC1)(C)C)C=CC(=CC=CC(=CC(=O)O)C)C. (5) Drug 1: CC(C)(C#N)C1=CC(=CC(=C1)CN2C=NC=N2)C(C)(C)C#N. Drug 2: CN(CC1=CN=C2C(=N1)C(=NC(=N2)N)N)C3=CC=C(C=C3)C(=O)NC(CCC(=O)O)C(=O)O. Cell line: U251. Synergy scores: CSS=33.9, Synergy_ZIP=2.38, Synergy_Bliss=2.96, Synergy_Loewe=-25.4, Synergy_HSA=2.66. (6) Drug 1: CC(C1=C(C=CC(=C1Cl)F)Cl)OC2=C(N=CC(=C2)C3=CN(N=C3)C4CCNCC4)N. Drug 2: C1=CC(=CC=C1CC(C(=O)O)N)N(CCCl)CCCl.Cl. Cell line: MDA-MB-231. Synergy scores: CSS=8.08, Synergy_ZIP=-4.98, Synergy_Bliss=-2.06, Synergy_Loewe=-2.46, Synergy_HSA=-1.85. (7) Drug 1: CC1=C(C(CCC1)(C)C)C=CC(=CC=CC(=CC(=O)O)C)C. Drug 2: CN1C(=O)N2C=NC(=C2N=N1)C(=O)N. Cell line: SK-OV-3. Synergy scores: CSS=-0.149, Synergy_ZIP=0.00914, Synergy_Bliss=1.66, Synergy_Loewe=-0.670, Synergy_HSA=0.0500. (8) Drug 1: B(C(CC(C)C)NC(=O)C(CC1=CC=CC=C1)NC(=O)C2=NC=CN=C2)(O)O. Drug 2: CC1C(C(CC(O1)OC2CC(CC3=C2C(=C4C(=C3O)C(=O)C5=C(C4=O)C(=CC=C5)OC)O)(C(=O)CO)O)N)O.Cl. Cell line: NCI-H226. Synergy scores: CSS=95.7, Synergy_ZIP=4.33, Synergy_Bliss=4.33, Synergy_Loewe=-4.25, Synergy_HSA=5.83.